This data is from Full USPTO retrosynthesis dataset with 1.9M reactions from patents (1976-2016). The task is: Predict the reactants needed to synthesize the given product. (1) The reactants are: Cl[CH2:2][C:3]1[NH:15][C:14](=[O:16])[CH:13]2[CH:5]([C:6]3[CH2:7][CH2:8][C:9]4[CH:20]=[CH:19][CH:18]=[CH:17][C:10]=4[C:11]=3[S:12]2)[N:4]=1.C(N(C(C)C)CC)(C)C.[NH2:30][C:31]1[CH:32]=[C:33]([OH:37])[CH:34]=[CH:35][CH:36]=1. Given the product [OH:37][C:33]1[CH:32]=[C:31]([NH:30][CH2:2][C:3]2[NH:15][C:14](=[O:16])[CH:13]3[CH:5]([C:6]4[CH2:7][CH2:8][C:9]5[CH:20]=[CH:19][CH:18]=[CH:17][C:10]=5[C:11]=4[S:12]3)[N:4]=2)[CH:36]=[CH:35][CH:34]=1, predict the reactants needed to synthesize it. (2) The reactants are: O.[CH3:2][O:3][C:4]([C:6]1[C:7](=O)[NH:8][C:9]2[CH:10]=[C:11]3[O:21][CH2:20][CH2:19][O:18][C:12]3=[CH:13][C:14]=2[C:15]=1[CH2:16][Cl:17])=[O:5].P(Cl)(Cl)([Cl:25])=O. Given the product [CH3:2][O:3][C:4]([C:6]1[C:7]([Cl:25])=[N:8][C:9]2[CH:10]=[C:11]3[O:21][CH2:20][CH2:19][O:18][C:12]3=[CH:13][C:14]=2[C:15]=1[CH2:16][Cl:17])=[O:5], predict the reactants needed to synthesize it. (3) Given the product [CH3:22][N:23]1[CH2:28][CH2:27][N:26]([C:2]2[C:3]([C:16]3[CH:21]=[CH:20][CH:19]=[CH:18][CH:17]=3)=[N:4][C:5]3[C:10]([N:11]=2)=[CH:9][C:8]([C:12]([O:14][CH3:15])=[O:13])=[CH:7][CH:6]=3)[CH2:25][CH2:24]1, predict the reactants needed to synthesize it. The reactants are: Br[C:2]1[C:3]([C:16]2[CH:21]=[CH:20][CH:19]=[CH:18][CH:17]=2)=[N:4][C:5]2[C:10]([N:11]=1)=[CH:9][C:8]([C:12]([O:14][CH3:15])=[O:13])=[CH:7][CH:6]=2.[CH3:22][N:23]1[CH2:28][CH2:27][NH:26][CH2:25][CH2:24]1.